Dataset: Full USPTO retrosynthesis dataset with 1.9M reactions from patents (1976-2016). Task: Predict the reactants needed to synthesize the given product. Given the product [Cl:13][C:14]1[CH:19]=[CH:18][C:17]([C:8]2[C:7]([O:35][CH2:34][CH2:33][O:32][CH3:31])=[N:6][CH:5]=[C:4]([CH:9]=2)[C:3]([NH:23][C@@H:24]2[CH2:29][CH2:28][CH2:27][CH2:26][C@H:25]2[OH:30])=[O:12])=[CH:16][CH:15]=1, predict the reactants needed to synthesize it. The reactants are: CO[C:3](=[O:12])[C:4]1[CH:9]=[C:8](Br)[C:7](Cl)=[N:6][CH:5]=1.[Cl:13][C:14]1[CH:19]=[CH:18][C:17](B(O)O)=[CH:16][CH:15]=1.[NH2:23][C@@H:24]1[CH2:29][CH2:28][CH2:27][CH2:26][C@H:25]1[OH:30].[CH3:31][O:32][CH2:33][CH2:34][OH:35].